This data is from CYP2D6 inhibition data for predicting drug metabolism from PubChem BioAssay. The task is: Regression/Classification. Given a drug SMILES string, predict its absorption, distribution, metabolism, or excretion properties. Task type varies by dataset: regression for continuous measurements (e.g., permeability, clearance, half-life) or binary classification for categorical outcomes (e.g., BBB penetration, CYP inhibition). Dataset: cyp2d6_veith. (1) The compound is O=C(c1cnccn1)N1CCC[C@@]2(CCN(C(c3ccccc3)c3ccccc3)C2)C1. The result is 1 (inhibitor). (2) The compound is N=C(N)SCC(=O)O. The result is 0 (non-inhibitor). (3) The molecule is COc1ccc(NC(=O)c2ccc3c(=O)n(Cc4ccco4)c(=S)[nH]c3c2)c(OC)c1. The result is 0 (non-inhibitor). (4) The drug is Nc1nc2[nH]c(=O)cnc2c(=O)[nH]1. The result is 0 (non-inhibitor). (5) The molecule is Cc1cc(NC(=O)C2=C(O)c3ccccc3S(=O)(=O)N2C)no1. The result is 0 (non-inhibitor). (6) The drug is NC(=S)c1ccc[n+]([C@@H]2O[C@@H](COP(=O)([O-])OP(=O)(O)OC[C@@H]3O[C@@H](n4cnc5c(N)ncnc54)[C@@H](OP(=O)([O-])O)[C@H]3O)[C@@H](O)[C@H]2O)c1.[Na+]. The result is 0 (non-inhibitor). (7) The result is 0 (non-inhibitor). The compound is COc1cccc(Cn2c(=O)c(CCc3ccccc3)nc3cnc(OC)nc32)c1. (8) The compound is Cc1nn(C)c(C)c1CNC(=O)c1cnn2c1NC(c1ccccc1)CC2C(F)(F)F. The result is 0 (non-inhibitor).